Task: Predict the reaction yield, written as a fraction of the theoretical maximum amount of product (1.0 means a 100% yield; for example, 0.34 means a 34% yield).. Dataset: Reaction yield outcomes from USPTO patents with 853,638 reactions The reactants are [Cl:1][C:2]1[CH:27]=[CH:26][C:5]([CH2:6][NH:7][C:8]([C:10]2[C:11](=[O:25])[C:12]3[CH:20]=[C:19]([C:21]#[C:22][CH2:23][OH:24])[S:18][C:13]=3[N:14]([CH2:16][CH3:17])[CH:15]=2)=[O:9])=[CH:4][CH:3]=1.[C:28]1(=[O:34])[O:33][C:31](=[O:32])[CH2:30][CH2:29]1. The catalyst is N1C=CC=CC=1. The product is [Cl:1][C:2]1[CH:3]=[CH:4][C:5]([CH2:6][NH:7][C:8]([C:10]2[C:11](=[O:25])[C:12]3[CH:20]=[C:19]([C:21]#[C:22][CH2:23][O:24][C:28](=[O:34])[CH2:29][CH2:30][C:31]([OH:33])=[O:32])[S:18][C:13]=3[N:14]([CH2:16][CH3:17])[CH:15]=2)=[O:9])=[CH:26][CH:27]=1. The yield is 0.840.